Dataset: Forward reaction prediction with 1.9M reactions from USPTO patents (1976-2016). Task: Predict the product of the given reaction. (1) The product is: [CH2:1]([O:3][C:4](=[O:40])[CH2:5][CH2:6][CH2:7][CH2:8][CH2:9][N:10]1[CH2:11][CH2:12][N:13]([C:16](=[O:39])[C:17]2[CH:22]=[CH:21][CH:20]=[C:19]([C@@H:23]([N:31]3[CH2:36][C@@H:35]([CH3:37])[N:34]([CH2:44][CH:41]4[CH2:43][CH2:42]4)[CH2:33][C@@H:32]3[CH3:38])[C:24]3[CH:29]=[CH:28][CH:27]=[C:26]([OH:30])[CH:25]=3)[CH:18]=2)[CH2:14][CH2:15]1)[CH3:2]. Given the reactants [CH2:1]([O:3][C:4](=[O:40])[CH2:5][CH2:6][CH2:7][CH2:8][CH2:9][N:10]1[CH2:15][CH2:14][N:13]([C:16](=[O:39])[C:17]2[CH:22]=[CH:21][CH:20]=[C:19]([C@@H:23]([N:31]3[CH2:36][C@@H:35]([CH3:37])[NH:34][CH2:33][C@@H:32]3[CH3:38])[C:24]3[CH:29]=[CH:28][CH:27]=[C:26]([OH:30])[CH:25]=3)[CH:18]=2)[CH2:12][CH2:11]1)[CH3:2].[CH:41]1([CH:44]=O)[CH2:43][CH2:42]1, predict the reaction product. (2) The product is: [CH3:22][O:21][C:15]1[C:16]([C:2]2[C:7]([CH3:8])=[CH:6][CH:5]=[CH:4][C:3]=2[CH3:9])=[CH:17][C:12]([CH:10]=[O:11])=[CH:13][CH:14]=1. Given the reactants Br[C:2]1[C:7]([CH3:8])=[CH:6][CH:5]=[CH:4][C:3]=1[CH3:9].[CH:10]([C:12]1[CH:13]=[CH:14][C:15]([O:21][CH3:22])=[C:16](B(O)O)[CH:17]=1)=[O:11].C(=O)([O-])[O-].[Na+].[Na+].C(O)C, predict the reaction product. (3) Given the reactants C(O[C:6](=[O:28])[NH:7][C@@H:8]([CH2:21][C:22]1[CH:27]=[CH:26][CH:25]=[CH:24][CH:23]=1)[CH:9]([C:11](=[O:20])[NH:12][CH2:13][C:14]1[CH:19]=[CH:18][CH:17]=[CH:16][CH:15]=1)[OH:10])(C)(C)C.FC(F)(F)C(O)=O.C(N(CC)C(C)C)(C)C.[CH2:45]1[C:53]2[C:48](=[CH:49][CH:50]=[CH:51][CH:52]=2)[CH2:47][CH:46]1[C:54]([NH:56][C:57]1([C:60]([NH:62][C@@H:63]([CH2:67][C:68]2[CH:73]=[CH:72][C:71]([O:74][CH3:75])=[CH:70][CH:69]=2)C(O)=O)=[O:61])[CH2:59][CH2:58]1)=[O:55].CN(C(ON1N=NC2C=CC=NC1=2)=[N+](C)C)C.F[P-](F)(F)(F)(F)F, predict the reaction product. The product is: [CH2:21]([C@H:8]([NH:7][C:6]([C@@H:63]([NH:62][C:60]([C:57]1([NH:56][C:54]([CH:46]2[CH2:45][C:53]3[C:48](=[CH:49][CH:50]=[CH:51][CH:52]=3)[CH2:47]2)=[O:55])[CH2:58][CH2:59]1)=[O:61])[CH2:67][C:68]1[CH:69]=[CH:70][C:71]([O:74][CH3:75])=[CH:72][CH:73]=1)=[O:28])[CH:9]([C:11](=[O:20])[NH:12][CH2:13][C:14]1[CH:15]=[CH:16][CH:17]=[CH:18][CH:19]=1)[OH:10])[C:22]1[CH:23]=[CH:24][CH:25]=[CH:26][CH:27]=1. (4) Given the reactants [NH2:1][CH2:2][C@H:3]1[N:8]([C:9]([C:11]2[N:12]=[C:13]([CH3:23])[S:14][C:15]=2[C:16]2[CH:17]=[C:18]([CH3:22])[CH:19]=[CH:20][CH:21]=2)=[O:10])[CH2:7][C@@H:6]2[C@H:4]1[CH2:5]2.[S:24]1[CH:28]=[CH:27][N:26]2[CH:29]=[C:30]([C:32](O)=[O:33])[N:31]=[C:25]12, predict the reaction product. The product is: [CH3:23][C:13]1[S:14][C:15]([C:16]2[CH:17]=[C:18]([CH3:22])[CH:19]=[CH:20][CH:21]=2)=[C:11]([C:9]([N:8]2[CH2:7][C@@H:6]3[C@@H:4]([CH2:5]3)[C@H:3]2[CH2:2][NH:1][C:32]([C:30]2[N:31]=[C:25]3[N:26]([CH:29]=2)[CH:27]=[CH:28][S:24]3)=[O:33])=[O:10])[N:12]=1. (5) Given the reactants C[O:2][C:3](=[O:47])[C:4]1[CH:9]=[CH:8][CH:7]=[CH:6][C:5]=1[O:10][C:11]1[CH:16]=[CH:15][CH:14]=[C:13]([O:17][CH2:18][CH2:19][CH2:20][O:21][C:22]2[CH:27]=[C:26]([O:28]CC3C=CC=CC=3)[C:25]([C:36]3[CH:37]=[N:38][N:39]([CH3:41])[CH:40]=3)=[CH:24][C:23]=2[CH2:42][CH3:43])[C:12]=1[CH2:44][CH2:45][CH3:46].B(F)(F)F.CCOCC, predict the reaction product. The product is: [CH2:42]([C:23]1[CH:24]=[C:25]([C:36]2[CH:37]=[N:38][N:39]([CH3:41])[CH:40]=2)[C:26]([OH:28])=[CH:27][C:22]=1[O:21][CH2:20][CH2:19][CH2:18][O:17][C:13]1[C:12]([CH2:44][CH2:45][CH3:46])=[C:11]([CH:16]=[CH:15][CH:14]=1)[O:10][C:5]1[CH:6]=[CH:7][CH:8]=[CH:9][C:4]=1[C:3]([OH:47])=[O:2])[CH3:43]. (6) Given the reactants [C:1]([O:5][C:6](=[O:39])[N:7]([CH:9]([C:11](=[O:38])[NH:12][CH:13]([C:18]([N:20]1[CH2:24][CH2:23][CH:22]2[NH:25][CH2:26][CH:27]([CH2:28][O:29][C:30]3[CH:35]=[CH:34][C:33]([F:36])=[C:32]([F:37])[CH:31]=3)[CH:21]12)=[O:19])[C:14]([CH3:17])([CH3:16])[CH3:15])[CH3:10])[CH3:8])([CH3:4])([CH3:3])[CH3:2].[C:40](O)(=[O:44])[C:41]([CH3:43])=[O:42].C(Cl)CCl.C1C=CC2N(O)N=NC=2C=1.CCN(C(C)C)C(C)C, predict the reaction product. The product is: [C:1]([O:5][C:6](=[O:39])[N:7]([CH:9]([C:11](=[O:38])[NH:12][CH:13]([C:18]([N:20]1[CH2:24][CH2:23][CH:22]2[N:25]([C:40](=[O:44])[C:41](=[O:42])[CH3:43])[CH2:26][CH:27]([CH2:28][O:29][C:30]3[CH:35]=[CH:34][C:33]([F:36])=[C:32]([F:37])[CH:31]=3)[CH:21]12)=[O:19])[C:14]([CH3:16])([CH3:17])[CH3:15])[CH3:10])[CH3:8])([CH3:2])([CH3:3])[CH3:4].